The task is: Predict the reactants needed to synthesize the given product.. This data is from Full USPTO retrosynthesis dataset with 1.9M reactions from patents (1976-2016). (1) Given the product [Br:3][C:4]1[CH:12]=[CH:11][CH:10]=[C:9]2[C:5]=1[CH:6]=[N:7][N:8]2[S:19]([C:13]1[CH:18]=[CH:17][CH:16]=[CH:15][CH:14]=1)(=[O:21])=[O:20], predict the reactants needed to synthesize it. The reactants are: [H-].[Na+].[Br:3][C:4]1[CH:12]=[CH:11][CH:10]=[C:9]2[C:5]=1[CH:6]=[N:7][NH:8]2.[C:13]1([S:19](Cl)(=[O:21])=[O:20])[CH:18]=[CH:17][CH:16]=[CH:15][CH:14]=1. (2) Given the product [F:9][C:10]1[N:15]=[C:14]([N:16]2[C:20]([N:21]3[CH2:26][CH2:25][N:24]([C:27]([O:29][C:30]([CH3:33])([CH3:32])[CH3:31])=[O:28])[CH2:23][CH2:22]3)=[N:19][N:18]=[N:17]2)[CH:13]=[CH:12][CH:11]=1.[NH2:34][C:37]1[N:42]=[C:41]([N:43]2[C:47]([N:48]3[CH2:53][CH2:52][N:51]([C:54]([O:56][C:57]([CH3:60])([CH3:59])[CH3:58])=[O:55])[CH2:50][CH2:49]3)=[N:46][N:45]=[N:44]2)[CH:40]=[CH:39][CH:38]=1, predict the reactants needed to synthesize it. The reactants are: NC1C=CC=C(F)N=1.[F:9][C:10]1[N:15]=[C:14]([N:16]2[C:20]([N:21]3[CH2:26][CH2:25][N:24]([C:27]([O:29][C:30]([CH3:33])([CH3:32])[CH3:31])=[O:28])[CH2:23][CH2:22]3)=[N:19][N:18]=[N:17]2)[CH:13]=[CH:12][CH:11]=1.[N:34]([C:37]1[N:42]=[C:41]([N:43]2[C:47]([N:48]3[CH2:53][CH2:52][N:51]([C:54]([O:56][C:57]([CH3:60])([CH3:59])[CH3:58])=[O:55])[CH2:50][CH2:49]3)=[N:46][N:45]=[N:44]2)[CH:40]=[CH:39][CH:38]=1)=[N+]=[N-].[BH4-].[Na+]. (3) Given the product [O:16]=[C:17]1[NH:21][C@H:20]2[CH2:22][S:23][C:24](=[CH:25][CH2:26][CH2:27][CH2:28][C:29]([O:31][CH2:32][C:33]3([CH3:36])[CH2:37][O:38][C:1]([CH3:6])([CH3:2])[O:35][CH2:34]3)=[O:30])[C@H:19]2[O:18]1, predict the reactants needed to synthesize it. The reactants are: [C:1]1(C)[CH:6]=CC(S(O)(=O)=O)=C[CH:2]=1.CC(C)=O.[O:16]=[C:17]1[NH:21][C@H:20]2[CH2:22][S:23][C:24](=[CH:25][CH2:26][CH2:27][CH2:28][C:29]([O:31][CH2:32][C:33]([CH2:37][OH:38])([CH3:36])[CH2:34][OH:35])=[O:30])[C@H:19]2[O:18]1.COC(OC)(C)C. (4) Given the product [NH2:9][C@H:5]([C:6]([OH:8])=[O:7])[CH2:4][CH2:3][S:11][CH3:10].[NH2:9][C@H:5]([C:6]([OH:8])=[O:7])[CH2:4][CH2:3][OH:12], predict the reactants needed to synthesize it. The reactants are: Br.Br[CH2:3][CH2:4][CH:5]([NH2:9])[C:6]([OH:8])=[O:7].[CH3:10][S:11](C)=[O:12]. (5) The reactants are: Br[C:2]1[CH:7]=[CH:6][C:5]([N+:8]([O-:10])=[O:9])=[CH:4][CH:3]=1.[C:11]1([CH3:20])[CH:16]=[CH:15][CH:14]=[CH:13][C:12]=1B(O)O. Given the product [N+:8]([C:5]1[CH:6]=[CH:7][C:2]([C:14]2[CH:15]=[CH:16][C:11]([CH3:20])=[CH:12][CH:13]=2)=[CH:3][CH:4]=1)([O-:10])=[O:9], predict the reactants needed to synthesize it. (6) Given the product [CH3:34][O:33][C:31]([N:16]1[CH2:15][CH2:14][CH:13]([C:10]2[CH:11]=[CH:12][C:7]([N:6]3[CH2:5][C@H:4]([CH2:20][NH:21][C:22](=[O:24])[CH3:23])[O:3][C:2]3=[O:1])=[CH:8][C:9]=2[F:19])[CH2:18][CH2:17]1)=[O:32], predict the reactants needed to synthesize it. The reactants are: [O:1]=[C:2]1[N:6]([C:7]2[CH:12]=[CH:11][C:10]([CH:13]3[CH2:18][CH2:17][NH:16][CH2:15][CH2:14]3)=[C:9]([F:19])[CH:8]=2)[CH2:5][C@H:4]([CH2:20][NH:21][C:22](=[O:24])[CH3:23])[O:3]1.C(=O)(O)[O-].[Na+].Cl[C:31]([O:33][CH3:34])=[O:32]. (7) Given the product [Br:16][C:7]1[C:2]([F:1])=[CH:3][C:4]([NH2:8])=[N:5][CH:6]=1, predict the reactants needed to synthesize it. The reactants are: [F:1][C:2]1[CH:7]=[CH:6][N:5]=[C:4]([NH2:8])[CH:3]=1.C1C(=O)N([Br:16])C(=O)C1.